Dataset: Reaction yield outcomes from USPTO patents with 853,638 reactions. Task: Predict the reaction yield, written as a fraction of the theoretical maximum amount of product (1.0 means a 100% yield; for example, 0.34 means a 34% yield). (1) The reactants are [CH3:1][O:2][C:3](=[O:25])[C@H:4]([CH2:20][CH2:21][CH2:22][CH2:23][NH2:24])[N:5]([CH2:16][CH:17]([CH3:19])[CH3:18])[S:6]([C:9]1[CH:14]=[CH:13][C:12]([CH3:15])=[CH:11][CH:10]=1)(=[O:8])=[O:7].[CH2:26]1[CH2:30]O[CH2:28][CH2:27]1.[C:31]([O-:34])([O-])=O.[K+].[K+]. The catalyst is Cl. The product is [CH3:28][C:27]1[CH:11]=[CH:10][C:9]([S:6]([NH:5][C@H:30]([C:31]([NH:24][CH2:23][CH2:22][CH2:21][CH2:20][C@H:4]([N:5]([S:6]([C:9]2[CH:14]=[CH:13][C:12]([CH3:15])=[CH:11][CH:10]=2)(=[O:8])=[O:7])[CH2:16][CH:17]([CH3:18])[CH3:19])[C:3]([O:2][CH3:1])=[O:25])=[O:34])[CH2:26][C:27]2[CH:21]=[CH:20][CH:4]=[CH:3][CH:28]=2)(=[O:7])=[O:8])=[CH:30][CH:26]=1. The yield is 0.770. (2) The reactants are [F:1][C:2]([F:7])([F:6])[C:3]([OH:5])=[O:4].Br[C:9]1[CH:10]=[C:11]2[CH:29]=[C:27]([CH:28]=1)[NH:26][C:25]1=[N:30][C:21](=[C:22]([Cl:31])[CH:23]=[N:24]1)[NH:20][C:19]1=[CH:32][C:15](=[CH:16][CH:17]=[CH:18]1)[O:14][CH2:13][CH2:12]2.[N:33]1[CH:38]=[CH:37][C:36](B(O)O)=[CH:35][CH:34]=1.C(=O)([O-])[O-].[Na+].[Na+]. The catalyst is C1(C)C=CC=CC=1.C(O)C.C1C=CC([P]([Pd]([P](C2C=CC=CC=2)(C2C=CC=CC=2)C2C=CC=CC=2)([P](C2C=CC=CC=2)(C2C=CC=CC=2)C2C=CC=CC=2)[P](C2C=CC=CC=2)(C2C=CC=CC=2)C2C=CC=CC=2)(C2C=CC=CC=2)C2C=CC=CC=2)=CC=1. The product is [F:1][C:2]([F:7])([F:6])[C:3]([OH:5])=[O:4].[F:1][C:2]([F:7])([F:6])[C:3]([OH:5])=[O:4].[Cl:31][C:22]1[CH:23]=[N:24][C:25]2[NH:26][C:27]3[CH:28]=[C:9]([C:36]4[CH:37]=[CH:38][N:33]=[CH:34][CH:35]=4)[CH:10]=[C:11]([CH:29]=3)[CH2:12][CH2:13][O:14][C:15]3[CH:32]=[C:19]([NH:20][C:21]=1[N:30]=2)[CH:18]=[CH:17][CH:16]=3. The yield is 0.0700. (3) The reactants are [C:1]([O:5][C:6]([NH:8][C@@H:9]([CH2:13][C:14]1[CH:19]=[CH:18][CH:17]=[C:16]([I:20])[CH:15]=1)[C:10](O)=[O:11])=[O:7])([CH3:4])([CH3:3])[CH3:2]. The catalyst is O1CCCC1. The product is [C:1]([O:5][C:6](=[O:7])[NH:8][C@@H:9]([CH2:13][C:14]1[CH:19]=[CH:18][CH:17]=[C:16]([I:20])[CH:15]=1)[CH2:10][OH:11])([CH3:4])([CH3:2])[CH3:3]. The yield is 0.520.